This data is from Retrosynthesis with 50K atom-mapped reactions and 10 reaction types from USPTO. The task is: Predict the reactants needed to synthesize the given product. (1) Given the product COc1cc(-c2nnc3sc(-c4ccc(C)c(N)c4)nn23)cc(OC)c1OC, predict the reactants needed to synthesize it. The reactants are: COc1cc(-c2nnc3sc(-c4ccc(C)c([N+](=O)[O-])c4)nn23)cc(OC)c1OC. (2) Given the product COc1cc(CCN2CCN(CCc3ccc4c(c3C)COC4=O)CC2)ccc1C#N, predict the reactants needed to synthesize it. The reactants are: COc1cc(CC=O)ccc1C#N.Cc1c(CCN2CCNCC2)ccc2c1COC2=O.